This data is from Full USPTO retrosynthesis dataset with 1.9M reactions from patents (1976-2016). The task is: Predict the reactants needed to synthesize the given product. (1) Given the product [NH2:10][CH2:11][CH:12]1[CH2:17][CH2:16][CH2:15][N:14]([C:18]2[C:27]3[C:22](=[CH:23][C:24]([CH3:28])=[CH:25][CH:26]=3)[N:21]=[C:20]([C:29]3[CH:34]=[CH:33][CH:32]=[CH:31][C:30]=3[OH:35])[N:19]=2)[CH2:13]1, predict the reactants needed to synthesize it. The reactants are: C(OC(=O)[NH:10][CH2:11][CH:12]1[CH2:17][CH2:16][CH2:15][N:14]([C:18]2[C:27]3[C:22](=[CH:23][C:24]([CH3:28])=[CH:25][CH:26]=3)[N:21]=[C:20]([C:29]3[CH:34]=[CH:33][CH:32]=[CH:31][C:30]=3[OH:35])[N:19]=2)[CH2:13]1)C1C=CC=CC=1.N#N. (2) Given the product [CH2:1]([O:8][C:9]([NH:11][C:12]1[C:13](=[O:21])[N:14]([CH2:38][C:37]([O:36][C:32]([CH3:35])([CH3:34])[CH3:33])=[O:40])[C:15]([CH:18]([CH3:19])[CH3:20])=[CH:16][CH:17]=1)=[O:10])[C:2]1[CH:3]=[CH:4][CH:5]=[CH:6][CH:7]=1, predict the reactants needed to synthesize it. The reactants are: [CH2:1]([O:8][C:9]([NH:11][C:12]1[C:13](=[O:21])[NH:14][C:15]([CH:18]([CH3:20])[CH3:19])=[CH:16][CH:17]=1)=[O:10])[C:2]1[CH:7]=[CH:6][CH:5]=[CH:4][CH:3]=1.C[Si]([N-][Si](C)(C)C)(C)C.[Li+].[C:32]([O:36][C:37](=[O:40])[CH2:38]Br)([CH3:35])([CH3:34])[CH3:33]. (3) The reactants are: [NH2:1][C:2]1[C:3]([F:28])=[CH:4][C:5]([F:27])=[C:6]([C:8]2[C:9](=[O:26])[N:10]([CH2:24][CH3:25])[C:11]3[C:16]([CH:17]=2)=[CH:15][N:14]=[C:13]([NH:18][C:19](=[O:23])[CH2:20][C:21]#[N:22])[CH:12]=3)[CH:7]=1.C([O-])([O-])=O.[K+].[K+].Cl[C:36]([O:38][C:39]1[CH:44]=[CH:43][CH:42]=[CH:41][CH:40]=1)=[O:37]. Given the product [C:21]([CH2:20][C:19]([NH:18][C:13]1[CH:12]=[C:11]2[C:16]([CH:17]=[C:8]([C:6]3[C:5]([F:27])=[CH:4][C:3]([F:28])=[C:2]([NH:1][C:36](=[O:37])[O:38][C:39]4[CH:44]=[CH:43][CH:42]=[CH:41][CH:40]=4)[CH:7]=3)[C:9](=[O:26])[N:10]2[CH2:24][CH3:25])=[CH:15][N:14]=1)=[O:23])#[N:22], predict the reactants needed to synthesize it. (4) Given the product [CH2:1]([O:3][C:4](=[O:39])[CH:5]([C:23]1[N:24]([CH3:38])[C:25]2[C:30]([C:31]=1[S:32][C:33]([CH3:35])([CH3:34])[CH3:36])=[CH:29][C:28]([O:37][CH2:41][C:42]1[CH:47]=[CH:46][C:45]([CH3:48])=[CH:44][N:43]=1)=[CH:27][CH:26]=2)[CH2:6][C:7]1[CH:8]=[CH:9][C:10]([C:13]2[CH:18]=[CH:17][C:16]([C:19]([F:21])([F:20])[F:22])=[CH:15][N:14]=2)=[CH:11][CH:12]=1)[CH3:2], predict the reactants needed to synthesize it. The reactants are: [CH2:1]([O:3][C:4](=[O:39])[CH:5]([C:23]1[N:24]([CH3:38])[C:25]2[C:30]([C:31]=1[S:32][C:33]([CH3:36])([CH3:35])[CH3:34])=[CH:29][C:28]([OH:37])=[CH:27][CH:26]=2)[CH2:6][C:7]1[CH:12]=[CH:11][C:10]([C:13]2[CH:18]=[CH:17][C:16]([C:19]([F:22])([F:21])[F:20])=[CH:15][N:14]=2)=[CH:9][CH:8]=1)[CH3:2].Cl[CH2:41][C:42]1[CH:47]=[CH:46][C:45]([CH3:48])=[CH:44][N:43]=1. (5) Given the product [Cl:37][CH2:38][C:39]([NH:23][C:21]1[C:20]2[C:15](=[CH:16][CH:17]=[C:18]([CH3:24])[CH:19]=2)[N:14]=[C:13]([N:5]2[CH2:6][C:7]3[CH:12]=[CH:11][CH:10]=[CH:9][C:8]=3[S:2](=[O:1])(=[O:25])[CH2:3][CH2:4]2)[CH:22]=1)=[O:40], predict the reactants needed to synthesize it. The reactants are: [O:1]=[S:2]1(=[O:25])[C:8]2[CH:9]=[CH:10][CH:11]=[CH:12][C:7]=2[CH2:6][N:5]([C:13]2[CH:22]=[C:21]([NH2:23])[C:20]3[C:15](=[CH:16][CH:17]=[C:18]([CH3:24])[CH:19]=3)[N:14]=2)[CH2:4][CH2:3]1.N12CCCN=C1CCCCC2.[Cl:37][CH2:38][C:39](Cl)=[O:40]. (6) The reactants are: [NH2:1][C:2]1[N:7]=[C:6]([N:8]2[CH2:30][CH2:29][C:11]3([CH2:15][N:14]([C:16]([O:18][CH2:19][C:20]4[CH:25]=[CH:24][CH:23]=[CH:22][CH:21]=4)=[O:17])[C@H:13]([C:26]([OH:28])=[O:27])[CH2:12]3)[CH2:10][CH2:9]2)[CH:5]=[C:4]([O:31][C@H:32]([C:37]2[CH:42]=[CH:41][C:40](Br)=[CH:39][CH:38]=2)[C:33]([F:36])([F:35])[F:34])[N:3]=1.C([O-])([O-])=O.[Na+].[Na+].[CH3:50][O:51][C:52]1[CH:53]=[C:54](B(O)O)[CH:55]=[CH:56][CH:57]=1. Given the product [NH2:1][C:2]1[N:7]=[C:6]([N:8]2[CH2:30][CH2:29][C:11]3([CH2:15][N:14]([C:16]([O:18][CH2:19][C:20]4[CH:25]=[CH:24][CH:23]=[CH:22][CH:21]=4)=[O:17])[C@H:13]([C:26]([OH:28])=[O:27])[CH2:12]3)[CH2:10][CH2:9]2)[CH:5]=[C:4]([O:31][C@@H:32]([C:37]2[CH:42]=[CH:41][C:40]([C:56]3[CH:55]=[CH:54][CH:53]=[C:52]([O:51][CH3:50])[CH:57]=3)=[CH:39][CH:38]=2)[C:33]([F:36])([F:35])[F:34])[N:3]=1, predict the reactants needed to synthesize it. (7) Given the product [CH2:1]([O:8][C:9]1[C:10]([C:30]([O:32][C:33]([CH3:36])([CH3:35])[CH3:34])=[O:31])=[N:11][C:12]([CH2:16][CH:17]2[CH2:22][CH2:21][N:20]([C:23]3[CH:28]=[C:27]([B:37]4[O:41][C:40]([CH3:43])([CH3:42])[C:39]([CH3:45])([CH3:44])[O:38]4)[CH:26]=[CH:25][N:24]=3)[CH2:19][CH2:18]2)=[N:13][C:14]=1[CH3:15])[C:2]1[CH:7]=[CH:6][CH:5]=[CH:4][CH:3]=1, predict the reactants needed to synthesize it. The reactants are: [CH2:1]([O:8][C:9]1[C:10]([C:30]([O:32][C:33]([CH3:36])([CH3:35])[CH3:34])=[O:31])=[N:11][C:12]([CH2:16][CH:17]2[CH2:22][CH2:21][N:20]([C:23]3[CH:28]=[CH:27][C:26](Br)=[CH:25][N:24]=3)[CH2:19][CH2:18]2)=[N:13][C:14]=1[CH3:15])[C:2]1[CH:7]=[CH:6][CH:5]=[CH:4][CH:3]=1.[B:37]1([B:37]2[O:41][C:40]([CH3:43])([CH3:42])[C:39]([CH3:45])([CH3:44])[O:38]2)[O:41][C:40]([CH3:43])([CH3:42])[C:39]([CH3:45])([CH3:44])[O:38]1.C([O-])(=O)C.[K+].